From a dataset of Peptide-MHC class II binding affinity with 134,281 pairs from IEDB. Regression. Given a peptide amino acid sequence and an MHC pseudo amino acid sequence, predict their binding affinity value. This is MHC class II binding data. (1) The peptide sequence is MFFSTMKRPSREKQD. The MHC is DRB1_0101 with pseudo-sequence DRB1_0101. The binding affinity (normalized) is 0.453. (2) The peptide sequence is RSWVTAGEIHAVPFG. The MHC is HLA-DQA10201-DQB10301 with pseudo-sequence HLA-DQA10201-DQB10301. The binding affinity (normalized) is 0.851.